Dataset: Peptide-MHC class I binding affinity with 185,985 pairs from IEDB/IMGT. Task: Regression. Given a peptide amino acid sequence and an MHC pseudo amino acid sequence, predict their binding affinity value. This is MHC class I binding data. The peptide sequence is EIKPKFCLI. The MHC is HLA-A02:03 with pseudo-sequence HLA-A02:03. The binding affinity (normalized) is 0.284.